This data is from Full USPTO retrosynthesis dataset with 1.9M reactions from patents (1976-2016). The task is: Predict the reactants needed to synthesize the given product. (1) Given the product [F:29][C:30]1[CH:31]=[CH:32][C:33](/[CH:36]=[CH:37]/[S:38]([N:13]2[CH2:14][CH2:15][N:10]3[C:9](=[O:16])[O:8][C:7]([C:1]4[CH:6]=[CH:5][CH:4]=[CH:3][CH:2]=4)([C:17]4[CH:18]=[CH:19][CH:20]=[CH:21][CH:22]=4)[CH:11]3[CH2:12]2)(=[O:40])=[O:39])=[CH:34][CH:35]=1, predict the reactants needed to synthesize it. The reactants are: [C:1]1([C:7]2([C:17]3[CH:22]=[CH:21][CH:20]=[CH:19][CH:18]=3)[CH:11]3[CH2:12][NH:13][CH2:14][CH2:15][N:10]3[C:9](=[O:16])[O:8]2)[CH:6]=[CH:5][CH:4]=[CH:3][CH:2]=1.N1C=CC=CC=1.[F:29][C:30]1[CH:35]=[CH:34][C:33](/[CH:36]=[CH:37]/[S:38](Cl)(=[O:40])=[O:39])=[CH:32][CH:31]=1. (2) Given the product [Cl:6][C:7]1[CH:8]=[C:9]([OH:14])[C:10]([CH3:13])=[CH:11][C:12]=1[S:2]([Cl:1])(=[O:5])=[O:3], predict the reactants needed to synthesize it. The reactants are: [Cl:1][S:2]([OH:5])(=O)=[O:3].[Cl:6][C:7]1[CH:8]=[C:9]([OH:14])[C:10]([CH3:13])=[CH:11][CH:12]=1. (3) Given the product [Cl:16][C:17]1[CH:18]=[C:19]([N:20]([CH2:21][C:22]2[CH:27]=[CH:26][C:25]([O:28][CH3:29])=[C:24]([O:30][CH3:31])[CH:23]=2)[C:2]2[C:11]3[C:6](=[CH:7][C:8]([F:15])=[C:9]([N+:12]([O-:14])=[O:13])[CH:10]=3)[N:5]=[CH:4][N:3]=2)[CH:32]=[CH:33][C:34]=1[F:35], predict the reactants needed to synthesize it. The reactants are: Cl[C:2]1[C:11]2[C:6](=[CH:7][C:8]([F:15])=[C:9]([N+:12]([O-:14])=[O:13])[CH:10]=2)[N:5]=[CH:4][N:3]=1.[Cl:16][C:17]1[CH:18]=[C:19]([CH:32]=[CH:33][C:34]=1[F:35])[NH:20][CH2:21][C:22]1[CH:27]=[CH:26][C:25]([O:28][CH3:29])=[C:24]([O:30][CH3:31])[CH:23]=1.C(=O)([O-])[O-].[Na+].[Na+].